From a dataset of CYP2D6 inhibition data for predicting drug metabolism from PubChem BioAssay. Regression/Classification. Given a drug SMILES string, predict its absorption, distribution, metabolism, or excretion properties. Task type varies by dataset: regression for continuous measurements (e.g., permeability, clearance, half-life) or binary classification for categorical outcomes (e.g., BBB penetration, CYP inhibition). Dataset: cyp2d6_veith. The molecule is CCCCCCCCCC(=O)O[C@H](CC(=O)O)C[N+](C)(C)C. The result is 0 (non-inhibitor).